Dataset: Catalyst prediction with 721,799 reactions and 888 catalyst types from USPTO. Task: Predict which catalyst facilitates the given reaction. (1) The catalyst class is: 13. Product: [CH2:7]([NH:9][C:10]([N:29]1[C:30]([CH3:32])=[CH:31][C:27]([O:26][C:14]2[C:15]([N+:23]([O-:25])=[O:24])=[CH:16][C:17]([C:19]([F:20])([F:21])[F:22])=[CH:18][C:13]=2[Cl:12])=[N:28]1)=[O:11])[CH3:8]. Reactant: C(=O)([O-])[O-].[K+].[K+].[CH2:7]([N:9]=[C:10]=[O:11])[CH3:8].[Cl:12][C:13]1[CH:18]=[C:17]([C:19]([F:22])([F:21])[F:20])[CH:16]=[C:15]([N+:23]([O-:25])=[O:24])[C:14]=1[O:26][C:27]1[CH:31]=[C:30]([CH3:32])[NH:29][N:28]=1.Cl. (2) Reactant: [NH:1]1[CH2:5][CH2:4][CH2:3][CH2:2]1.[CH3:6][C:7]1([CH3:32])[CH:11](O)[C:10]2[C:13]([CH3:31])=[C:14]([N:19]3[CH:24]=[CH:23][N:22]([C:25]4[CH:30]=[CH:29][CH:28]=[CH:27][CH:26]=4)[CH:21]=[CH:20]3)[C:15]([CH3:18])=[C:16]([CH3:17])[C:9]=2[O:8]1.[ClH:33]. Product: [ClH:33].[CH3:6][C:7]1([CH3:32])[CH:11]([N:1]2[CH2:5][CH2:4][CH2:3][CH2:2]2)[C:10]2[C:13]([CH3:31])=[C:14]([N:19]3[CH2:24][CH2:23][N:22]([C:25]4[CH:30]=[CH:29][CH:28]=[CH:27][CH:26]=4)[CH2:21][CH2:20]3)[C:15]([CH3:18])=[C:16]([CH3:17])[C:9]=2[O:8]1. The catalyst class is: 13. (3) Reactant: [CH2:1]([CH:8]1[CH2:12][O:11][C:10](=[O:13])[N:9]1[C:14](=[O:37])[CH:15]([C:20]1[CH:21]=[C:22]([C:27]2[CH:32]=[CH:31][C:30]([C:33]([F:36])([F:35])[F:34])=[CH:29][CH:28]=2)[CH:23]=[C:24]([OH:26])[CH:25]=1)[CH2:16][CH:17]([CH3:19])[CH3:18])[C:2]1[CH:7]=[CH:6][CH:5]=[CH:4][CH:3]=1.Br[CH2:39][C:40]1[CH:45]=[C:44]([F:46])[CH:43]=[C:42]([F:47])[CH:41]=1.C([O-])([O-])=O.[Cs+].[Cs+]. Product: [CH2:1]([CH:8]1[CH2:12][O:11][C:10](=[O:13])[N:9]1[C:14](=[O:37])[CH:15]([C:20]1[CH:21]=[C:22]([C:27]2[CH:28]=[CH:29][C:30]([C:33]([F:34])([F:36])[F:35])=[CH:31][CH:32]=2)[CH:23]=[C:24]([O:26][CH2:39][C:40]2[CH:45]=[C:44]([F:46])[CH:43]=[C:42]([F:47])[CH:41]=2)[CH:25]=1)[CH2:16][CH:17]([CH3:19])[CH3:18])[C:2]1[CH:7]=[CH:6][CH:5]=[CH:4][CH:3]=1. The catalyst class is: 10. (4) Reactant: [OH:1][CH2:2][CH2:3][O:4][CH:5]([CH3:15])[CH2:6][NH:7]C(=O)OC(C)(C)C.[ClH:16]. The catalyst class is: 7. Product: [ClH:16].[NH2:7][CH2:6][CH:5]([CH3:15])[O:4][CH2:3][CH2:2][OH:1]. (5) The catalyst class is: 63. Product: [NH2:30][C:11]1[CH:10]=[C:9]([C:4]2[CH:5]=[CH:6][C:7]([F:8])=[C:2]([F:1])[CH:3]=2)[CH:14]=[CH:13][C:12]=1[C:15]([NH:17][C:18]1([C:26]([O:28][CH3:29])=[O:27])[CH2:25][CH2:24][CH2:23][CH2:22][CH2:21][CH2:20][CH2:19]1)=[O:16]. Reactant: [F:1][C:2]1[CH:3]=[C:4]([C:9]2[CH:14]=[CH:13][C:12]([C:15]([NH:17][C:18]3([C:26]([O:28][CH3:29])=[O:27])[CH2:25][CH2:24][CH2:23][CH2:22][CH2:21][CH2:20][CH2:19]3)=[O:16])=[C:11]([N+:30]([O-])=O)[CH:10]=2)[CH:5]=[CH:6][C:7]=1[F:8]. (6) Reactant: [CH2:1]([O:3][C:4]([C@@:6]1([NH:11][C:12](=[O:41])[C@@H:13]2[CH2:17][C@@H:16]([O:18][C:19]3[C:28]4[C:23](=[CH:24][C:25]([O:29][CH3:30])=[CH:26][CH:27]=4)[N:22]=[C:21]([C:31]4[CH:36]=[CH:35][CH:34]=[CH:33][CH:32]=4)[CH:20]=3)[CH2:15][N:14]2[C:37]([NH:39][NH2:40])=[O:38])[CH2:8][C@H:7]1[CH:9]=[CH2:10])=[O:5])[CH3:2].[CH:42](=O)[C:43]1[CH:48]=[CH:47][CH:46]=[CH:45][CH:44]=1.Cl. Product: [CH2:1]([O:3][C:4]([C@@:6]1([NH:11][C:12](=[O:41])[C@@H:13]2[CH2:17][C@@H:16]([O:18][C:19]3[C:28]4[C:23](=[CH:24][C:25]([O:29][CH3:30])=[CH:26][CH:27]=4)[N:22]=[C:21]([C:31]4[CH:32]=[CH:33][CH:34]=[CH:35][CH:36]=4)[CH:20]=3)[CH2:15][N:14]2[C:37]([NH:39][NH:40][CH2:42][C:43]2[CH:48]=[CH:47][CH:46]=[CH:45][CH:44]=2)=[O:38])[CH2:8][C@H:7]1[CH:9]=[CH2:10])=[O:5])[CH3:2]. The catalyst class is: 92. (7) Reactant: [F:1][C:2]1[CH:3]=[C:4]2[C:9](=[CH:10][CH:11]=1)[CH:8]=[N:7][C:6]([NH:12][C:13](=[O:44])[O:14][CH2:15][C@@H:16]([N:30]([CH3:43])[C:31]([NH:33][CH2:34][C:35]1[CH:40]=[CH:39][CH:38]=[C:37]([F:41])[C:36]=1[Cl:42])=[O:32])[CH2:17][NH:18][C:19](=[O:29])[CH2:20][NH:21]C(OC(C)(C)C)=O)=[CH:5]2.C(O)(C(F)(F)F)=O.Cl. Product: [F:1][C:2]1[CH:3]=[C:4]2[C:9](=[CH:10][CH:11]=1)[CH:8]=[N:7][C:6]([NH:12][C:13](=[O:44])[O:14][CH2:15][C@@H:16]([N:30]([CH3:43])[C:31]([NH:33][CH2:34][C:35]1[CH:40]=[CH:39][CH:38]=[C:37]([F:41])[C:36]=1[Cl:42])=[O:32])[CH2:17][NH:18][C:19](=[O:29])[CH2:20][NH2:21])=[CH:5]2. The catalyst class is: 2. (8) Reactant: C([O:4][CH2:5][CH2:6][CH:7]1[C:11]2[CH:12]=[C:13]([C:16]3[C:24]4[C:19](=[CH:20][C:21]([F:25])=[CH:22][CH:23]=4)[NH:18][CH:17]=3)[CH:14]=[CH:15][C:10]=2[S:9](=[O:27])(=[O:26])[NH:8]1)(=O)C.O[Li].O. Product: [F:25][C:21]1[CH:20]=[C:19]2[C:24]([C:16]([C:13]3[CH:14]=[CH:15][C:10]4[S:9](=[O:27])(=[O:26])[NH:8][CH:7]([CH2:6][CH2:5][OH:4])[C:11]=4[CH:12]=3)=[CH:17][NH:18]2)=[CH:23][CH:22]=1. The catalyst class is: 20. (9) Reactant: [I:1][C:2]1[CH:7]=[CH:6][CH:5]=[CH:4][C:3]=1[OH:8].C1(C)C=CC(S([O-])(=O)=O)=CC=1.[NH+]1C=CC=CC=1.[O:26]1[CH:31]=[CH:30][CH2:29][CH2:28][CH2:27]1. Product: [I:1][C:2]1[CH:7]=[CH:6][CH:5]=[CH:4][C:3]=1[O:8][CH:27]1[CH2:28][CH2:29][CH2:30][CH2:31][O:26]1. The catalyst class is: 4. (10) Reactant: [N:1]([CH2:4][CH:5]([C:7]1[CH:12]=[CH:11][CH:10]=[C:9]([Br:13])[CH:8]=1)[OH:6])=[N+]=[N-].C1(P(C2C=CC=CC=2)C2C=CC=CC=2)C=CC=CC=1. Product: [NH2:1][CH2:4][CH:5]([C:7]1[CH:12]=[CH:11][CH:10]=[C:9]([Br:13])[CH:8]=1)[OH:6]. The catalyst class is: 20.